The task is: Regression. Given a peptide amino acid sequence and an MHC pseudo amino acid sequence, predict their binding affinity value. This is MHC class I binding data.. This data is from Peptide-MHC class I binding affinity with 185,985 pairs from IEDB/IMGT. (1) The peptide sequence is MSYSMCTGK. The MHC is HLA-A68:01 with pseudo-sequence HLA-A68:01. The binding affinity (normalized) is 0.593. (2) The peptide sequence is FTMRLLSPV. The MHC is HLA-A02:01 with pseudo-sequence HLA-A02:01. The binding affinity (normalized) is 0.875.